This data is from NCI-60 drug combinations with 297,098 pairs across 59 cell lines. The task is: Regression. Given two drug SMILES strings and cell line genomic features, predict the synergy score measuring deviation from expected non-interaction effect. (1) Drug 1: C1=NC2=C(N1)C(=S)N=C(N2)N. Synergy scores: CSS=63.7, Synergy_ZIP=-4.25, Synergy_Bliss=-5.76, Synergy_Loewe=-4.95, Synergy_HSA=-1.34. Drug 2: CC1=C2C(C(=O)C3(C(CC4C(C3C(C(C2(C)C)(CC1OC(=O)C(C(C5=CC=CC=C5)NC(=O)C6=CC=CC=C6)O)O)OC(=O)C7=CC=CC=C7)(CO4)OC(=O)C)O)C)OC(=O)C. Cell line: SR. (2) Drug 1: CC1=C(C=C(C=C1)C(=O)NC2=CC(=CC(=C2)C(F)(F)F)N3C=C(N=C3)C)NC4=NC=CC(=N4)C5=CN=CC=C5. Drug 2: CCC1(C2=C(COC1=O)C(=O)N3CC4=CC5=C(C=CC(=C5CN(C)C)O)N=C4C3=C2)O.Cl. Cell line: HCT-15. Synergy scores: CSS=6.79, Synergy_ZIP=13.0, Synergy_Bliss=12.4, Synergy_Loewe=-34.6, Synergy_HSA=-3.75. (3) Drug 1: C(=O)(N)NO. Drug 2: C1CN(P(=O)(OC1)NCCCl)CCCl. Cell line: HOP-62. Synergy scores: CSS=-1.26, Synergy_ZIP=0.302, Synergy_Bliss=-0.946, Synergy_Loewe=-1.15, Synergy_HSA=-2.62. (4) Drug 1: CC12CCC(CC1=CCC3C2CCC4(C3CC=C4C5=CN=CC=C5)C)O. Drug 2: C1CNP(=O)(OC1)N(CCCl)CCCl. Cell line: MCF7. Synergy scores: CSS=5.86, Synergy_ZIP=-0.968, Synergy_Bliss=-0.721, Synergy_Loewe=-10.4, Synergy_HSA=-2.17. (5) Drug 2: CN(CC1=CN=C2C(=N1)C(=NC(=N2)N)N)C3=CC=C(C=C3)C(=O)NC(CCC(=O)O)C(=O)O. Cell line: M14. Drug 1: CCC1(CC2CC(C3=C(CCN(C2)C1)C4=CC=CC=C4N3)(C5=C(C=C6C(=C5)C78CCN9C7C(C=CC9)(C(C(C8N6C)(C(=O)OC)O)OC(=O)C)CC)OC)C(=O)OC)O.OS(=O)(=O)O. Synergy scores: CSS=26.8, Synergy_ZIP=3.83, Synergy_Bliss=4.84, Synergy_Loewe=-3.27, Synergy_HSA=1.49. (6) Drug 2: CC1=C(C(=O)C2=C(C1=O)N3CC4C(C3(C2COC(=O)N)OC)N4)N. Synergy scores: CSS=32.8, Synergy_ZIP=3.43, Synergy_Bliss=2.69, Synergy_Loewe=-21.9, Synergy_HSA=-4.17. Drug 1: C1CCN(CC1)CCOC2=CC=C(C=C2)C(=O)C3=C(SC4=C3C=CC(=C4)O)C5=CC=C(C=C5)O. Cell line: HL-60(TB). (7) Drug 1: C1CCC(CC1)NC(=O)N(CCCl)N=O. Drug 2: C1=C(C(=O)NC(=O)N1)N(CCCl)CCCl. Cell line: HCT-15. Synergy scores: CSS=40.9, Synergy_ZIP=-10.0, Synergy_Bliss=-6.58, Synergy_Loewe=-5.88, Synergy_HSA=-5.14.